From a dataset of Full USPTO retrosynthesis dataset with 1.9M reactions from patents (1976-2016). Predict the reactants needed to synthesize the given product. (1) Given the product [OH:6][CH2:7][C:8]1[CH:9]=[C:10]([C:14]#[N:15])[O:11][C:12]=1[CH3:13], predict the reactants needed to synthesize it. The reactants are: C([SiH2][O:6][C:7](C1C=CC=CC=1)(C1C=CC=CC=1)[C:8]1[CH:9]=[C:10]([C:14]#[N:15])[O:11][C:12]=1[CH3:13])(C)(C)C.[F-].C([N+](CCCC)(CCCC)CCCC)CCC. (2) Given the product [C:1]([C:3]1[CH:8]=[CH:7][CH:6]=[CH:5][C:4]=1[CH:9]=[CH:10][C:11]([NH:13][C@H:14]([C:24]([OH:26])=[O:25])[CH2:15][C:16]1[CH:21]=[CH:20][C:19]([O:22][CH3:23])=[CH:18][CH:17]=1)=[O:12])#[N:2], predict the reactants needed to synthesize it. The reactants are: [C:1]([C:3]1[CH:8]=[CH:7][CH:6]=[CH:5][C:4]=1[CH:9]=[CH:10][C:11]([NH:13][C@H:14]([C:24]([O:26]C)=[O:25])[CH2:15][C:16]1[CH:21]=[CH:20][C:19]([O:22][CH3:23])=[CH:18][CH:17]=1)=[O:12])#[N:2].[OH-].[Na+]. (3) Given the product [CH2:1]([O:3][C:4]([N:6]1[CH2:12][CH2:11][CH2:10][N:9]([C:14]2[NH:18][C:17]3[CH:19]=[CH:20][CH:21]=[CH:22][C:16]=3[N:15]=2)[CH2:8][CH2:7]1)=[O:5])[CH3:2], predict the reactants needed to synthesize it. The reactants are: [CH2:1]([O:3][C:4]([N:6]1[CH2:12][CH2:11][CH2:10][NH:9][CH2:8][CH2:7]1)=[O:5])[CH3:2].Cl[C:14]1[NH:15][C:16]2[CH:22]=[CH:21][CH:20]=[CH:19][C:17]=2[N:18]=1.CO.C(=O)(O)[O-].[Na+]. (4) Given the product [C:4]1([C:2]2[N:11]=[C:12]([NH2:14])[S:13][CH:1]=2)[CH:9]=[CH:8][CH:7]=[CH:6][CH:5]=1, predict the reactants needed to synthesize it. The reactants are: [CH2:1](Br)[C:2]([C:4]1[CH:9]=[CH:8][CH:7]=[CH:6][CH:5]=1)=O.[NH2:11][C:12]([NH2:14])=[S:13]. (5) Given the product [C:18](=[O:19])([O:20][CH3:21])[O:10][C:4]1[CH:5]=[CH:6][C:7]([CH3:9])=[CH:8][C:3]=1[O:2][CH3:1], predict the reactants needed to synthesize it. The reactants are: [CH3:1][O:2][C:3]1[CH:8]=[C:7]([CH3:9])[CH:6]=[CH:5][C:4]=1[OH:10].N1C=CC=CC=1.Cl[C:18]([O:20][CH3:21])=[O:19].Cl.